Dataset: Peptide-MHC class II binding affinity with 134,281 pairs from IEDB. Task: Regression. Given a peptide amino acid sequence and an MHC pseudo amino acid sequence, predict their binding affinity value. This is MHC class II binding data. (1) The peptide sequence is LEPVKCDTLLCDIGE. The MHC is HLA-DQA10201-DQB10301 with pseudo-sequence HLA-DQA10201-DQB10301. The binding affinity (normalized) is 0.340. (2) The peptide sequence is FSEVVTGSMRFSCLN. The MHC is DRB1_0101 with pseudo-sequence DRB1_0101. The binding affinity (normalized) is 0.583. (3) The peptide sequence is TAGEIHAVPFGLVSM. The binding affinity (normalized) is 0.416. The MHC is DRB1_1101 with pseudo-sequence DRB1_1101. (4) The peptide sequence is KIIGGIGGFVKVRQYDQIPI. The MHC is DRB1_0701 with pseudo-sequence DRB1_0701. The binding affinity (normalized) is 0.389. (5) The peptide sequence is SDFYGLISERFINYC. The MHC is DRB1_0901 with pseudo-sequence DRB1_0901. The binding affinity (normalized) is 1.00. (6) The peptide sequence is CYNAVLTHVKINDKC. The MHC is DRB1_0301 with pseudo-sequence DRB1_0301. The binding affinity (normalized) is 0.256. (7) The peptide sequence is GIVTMLSPMLHHWIK. The MHC is DRB1_0301 with pseudo-sequence DRB1_0301. The binding affinity (normalized) is 0.642.